Predict the product of the given reaction. From a dataset of Forward reaction prediction with 1.9M reactions from USPTO patents (1976-2016). (1) The product is: [ClH:29].[Br:1][C:2]1[CH:3]=[C:4]2[C:12](=[CH:13][CH:14]=1)[NH:11][C:10]1[C@@H:9]([NH:15][C@@H:16]([C:18]3[CH:23]=[CH:22][CH:21]=[CH:20][CH:19]=3)[CH3:17])[CH2:8][CH2:7][CH2:6][C:5]2=1. Given the reactants [Br:1][C:2]1[CH:3]=[C:4]2[C:12](=[CH:13][CH:14]=1)[NH:11][C:10]1[CH:9]([NH:15][C@@H:16]([C:18]3[CH:23]=[CH:22][CH:21]=[CH:20][CH:19]=3)[CH3:17])[CH2:8][CH2:7][CH2:6][C:5]2=1.C(NCC)C.[ClH:29], predict the reaction product. (2) The product is: [C:23]1([C:22]([O:25][CH2:1][CH2:2][C:7]2[CH:6]=[CH:5][CH:4]=[CH:3][C:20]=2[CH:19]=[O:21])=[O:24])[CH:6]=[CH:7][CH:2]=[CH:3][CH:4]=1. Given the reactants [CH2:1](Cl)[C:2]1[CH:7]=[CH:6][CH:5]=[CH:4][CH:3]=1.C1N2CN3CN(C2)CN1C3.[CH2:19]([OH:21])[CH3:20].[C:22]([OH:25])(=[O:24])[CH3:23], predict the reaction product.